This data is from Peptide-MHC class II binding affinity with 134,281 pairs from IEDB. The task is: Regression. Given a peptide amino acid sequence and an MHC pseudo amino acid sequence, predict their binding affinity value. This is MHC class II binding data. (1) The peptide sequence is YNKFLANVSTVLTGK. The MHC is DRB3_0202 with pseudo-sequence DRB3_0202. The binding affinity (normalized) is 0.949. (2) The peptide sequence is GSHYKITGTATGVDM. The MHC is DRB1_0301 with pseudo-sequence DRB1_0301. The binding affinity (normalized) is 0.0366. (3) The peptide sequence is DLDDEQEILNYMSPH. The MHC is HLA-DQA10601-DQB10402 with pseudo-sequence HLA-DQA10601-DQB10402. The binding affinity (normalized) is 0.364. (4) The peptide sequence is SIISHNFCNLTSAFN. The MHC is H-2-IAb with pseudo-sequence H-2-IAb. The binding affinity (normalized) is 0.0889. (5) The peptide sequence is IDSSYFANVLAKKMP. The MHC is DRB1_0101 with pseudo-sequence DRB1_0101. The binding affinity (normalized) is 0.333.